Binary Classification. Given a drug SMILES string, predict its activity (active/inactive) in a high-throughput screening assay against a specified biological target. From a dataset of Serine/threonine kinase 33 screen with 319,792 compounds. (1) The compound is O=C(Nc1ccc(cc1)C(=O)c1cc(c(cc1)C(O)=O)C(O)=O)C(c1ccccc1)c1ccccc1. The result is 0 (inactive). (2) The compound is O=C(Nc1ccc(c2n3CCCCCc3nn2)cc1)/C=C\c1c(OC)cc(OC)cc1. The result is 0 (inactive). (3) The compound is O=c1n2c(nc3n(c(=N)c(cc13)C(OCC)=O)CC=C)c(ccc2)C. The result is 0 (inactive).